Dataset: Reaction yield outcomes from USPTO patents with 853,638 reactions. Task: Predict the reaction yield, written as a fraction of the theoretical maximum amount of product (1.0 means a 100% yield; for example, 0.34 means a 34% yield). The reactants are I[C:2]1[N:3]=[CH:4][N:5](C(C2C=CC=CC=2)(C2C=CC=CC=2)C2C=CC=CC=2)[C:6]=1[CH3:7].C([Mg]Br)C.Br[C:32]1[CH:33]=[N:34][CH:35]=[CH:36][CH:37]=1. The catalyst is C1COCC1.[Cl-].[Zn+2].[Cl-].C1C=CC([P]([Pd]([P](C2C=CC=CC=2)(C2C=CC=CC=2)C2C=CC=CC=2)([P](C2C=CC=CC=2)(C2C=CC=CC=2)C2C=CC=CC=2)[P](C2C=CC=CC=2)(C2C=CC=CC=2)C2C=CC=CC=2)(C2C=CC=CC=2)C2C=CC=CC=2)=CC=1. The product is [CH3:7][C:6]1[NH:5][CH:4]=[N:3][C:2]=1[C:32]1[CH:33]=[N:34][CH:35]=[CH:36][CH:37]=1. The yield is 0.920.